This data is from Full USPTO retrosynthesis dataset with 1.9M reactions from patents (1976-2016). The task is: Predict the reactants needed to synthesize the given product. (1) Given the product [N:1]1[CH:6]=[CH:5][CH:4]=[N:3][C:2]=1[NH:7][CH2:8][CH2:9][CH2:10][O:11][C:12]1[CH:28]=[CH:27][C:15]2[CH2:16][CH:17]([CH2:22][C:23]([OH:25])=[O:24])[C:18](=[O:21])[NH:19][CH2:20][C:14]=2[CH:13]=1, predict the reactants needed to synthesize it. The reactants are: [N:1]1[CH:6]=[CH:5][CH:4]=[N:3][C:2]=1[NH:7][CH2:8][CH2:9][CH2:10][O:11][C:12]1[CH:28]=[CH:27][C:15]2[CH2:16][CH:17]([CH2:22][C:23]([O:25]C)=[O:24])[C:18](=[O:21])[NH:19][CH2:20][C:14]=2[CH:13]=1.O.[OH-].[Li+]. (2) Given the product [CH:1]1([C:4]2[CH:20]=[C:19]([CH:18]=[C:6]([O:7][C:8]3[CH:13]=[CH:12][C:11]([C:14]([F:17])([F:15])[F:16])=[CH:10][N:9]=3)[CH:5]=2)[CH:21]=[C:22]2[CH2:23][CH2:24][N:25]([C:35]([NH:34][C:30]3[N:46]=[N:28][CH:33]=[CH:32][CH:31]=3)=[O:43])[CH2:26][CH2:27]2)[CH2:2][CH2:3]1, predict the reactants needed to synthesize it. The reactants are: [CH:1]1([C:4]2[CH:5]=[C:6]([CH:18]=[C:19]([CH:21]=[C:22]3[CH2:27][CH2:26][NH:25][CH2:24][CH2:23]3)[CH:20]=2)[O:7][C:8]2[CH:13]=[CH:12][C:11]([C:14]([F:17])([F:16])[F:15])=[CH:10][N:9]=2)[CH2:3][CH2:2]1.[N:28]1[CH:33]=[CH:32][CH:31]=[C:30]([NH:34][C:35](=[O:43])OC2C=CC=CC=2)C=1.C([N:46](CC)CC)C. (3) The reactants are: [CH2:1]([NH:5][C:6](=[O:47])[C@H:7]([CH3:46])[CH2:8][C@H:9]([OH:45])[C@@H:10]([NH:37][C:38]([O:40][C:41]([CH3:44])([CH3:43])[CH3:42])=[O:39])[CH2:11][C@@H:12]([CH:34]([CH3:36])[CH3:35])[CH2:13][C:14]1[CH:19]=[CH:18][C:17]([O:20]CC2C=CC=CC=2)=[C:16]([O:28][CH2:29][CH2:30][CH2:31][O:32][CH3:33])[CH:15]=1)[CH2:2][CH2:3][CH3:4]. Given the product [CH2:1]([NH:5][C:6](=[O:47])[C@H:7]([CH3:46])[CH2:8][C@H:9]([OH:45])[C@@H:10]([NH:37][C:38]([O:40][C:41]([CH3:42])([CH3:44])[CH3:43])=[O:39])[CH2:11][C@@H:12]([CH:34]([CH3:35])[CH3:36])[CH2:13][C:14]1[CH:19]=[CH:18][C:17]([OH:20])=[C:16]([O:28][CH2:29][CH2:30][CH2:31][O:32][CH3:33])[CH:15]=1)[CH2:2][CH2:3][CH3:4], predict the reactants needed to synthesize it. (4) Given the product [C:12]([O:11][C:9]([N:6]1[CH2:7][CH2:8][C:4]([CH2:3][O:2][CH3:1])([C:16]([OH:18])=[O:17])[CH2:5]1)=[O:10])([CH3:15])([CH3:14])[CH3:13], predict the reactants needed to synthesize it. The reactants are: [CH3:1][O:2][CH2:3][C:4]1([C:16]([O:18]C)=[O:17])[CH2:8][CH2:7][N:6]([C:9]([O:11][C:12]([CH3:15])([CH3:14])[CH3:13])=[O:10])[CH2:5]1.[Li+].[OH-]. (5) Given the product [Br:7][CH2:6][C@@H:5]([OH:4])[CH2:8][C:9]1[CH:14]=[C:13]([F:15])[CH:12]=[CH:11][C:10]=1[OH:16], predict the reactants needed to synthesize it. The reactants are: C([O:4][C@@H:5]([CH2:8][C:9]1[CH:14]=[C:13]([F:15])[CH:12]=[CH:11][C:10]=1[OH:16])[CH2:6][Br:7])(=O)C.Cl. (6) Given the product [C:1]([OH:6])(=[O:5])[C:2]([CH3:4])=[O:3].[CH3:8][C:9]([CH:11]=[O:12])=[O:10], predict the reactants needed to synthesize it. The reactants are: [C:1]([O:6]C)(=[O:5])[C:2]([CH3:4])=[O:3].[CH3:8][C:9]([CH:11]=[O:12])=[O:10]. (7) Given the product [Br:1][C:2]1[CH:3]=[C:4]([F:13])[C:5]([CH2:6][OH:7])=[C:10]([OH:12])[CH:11]=1, predict the reactants needed to synthesize it. The reactants are: [Br:1][C:2]1[CH:11]=[C:10]([OH:12])[C:5]([C:6](OC)=[O:7])=[C:4]([F:13])[CH:3]=1. (8) Given the product [C:5]1([CH:6]=[CH:20][C:17]2[CH:18]=[CH:19][CH:14]=[CH:15][CH:16]=2)[CH:8]=[CH:9][CH:2]=[CH:3][CH:4]=1, predict the reactants needed to synthesize it. The reactants are: O[C:2]1[CH:9]=[CH:8][C:5]([CH:6]=O)=[CH:4][C:3]=1OC.CO[C:14]1[CH:19]=[CH:18][C:17]([CH2:20]C(O)=O)=[CH:16][CH:15]=1.N1CCCCC1.C(O)(=O)C. (9) Given the product [ClH:2].[Cl:10][C:11]1[CH:30]=[CH:29][C:14]([NH:15][C:16]2[C:25]3[C:20](=[CH:21][C:22]([O:28][CH2:3][C:4]4[CH:5]=[N:6][CH:7]=[CH:8][CH:9]=4)=[C:23]([O:26][CH3:27])[CH:24]=3)[N:19]=[CH:18][N:17]=2)=[C:13]([F:31])[CH:12]=1, predict the reactants needed to synthesize it. The reactants are: Cl.[Cl:2][CH2:3][C:4]1[CH:5]=[N:6][CH:7]=[CH:8][CH:9]=1.[Cl:10][C:11]1[CH:30]=[CH:29][C:14]([NH:15][C:16]2[C:25]3[C:20](=[CH:21][C:22]([OH:28])=[C:23]([O:26][CH3:27])[CH:24]=3)[N:19]=[CH:18][N:17]=2)=[C:13]([F:31])[CH:12]=1.C(=O)([O-])[O-].[K+].[K+].[I-].[K+].